From a dataset of Reaction yield outcomes from USPTO patents with 853,638 reactions. Predict the reaction yield, written as a fraction of the theoretical maximum amount of product (1.0 means a 100% yield; for example, 0.34 means a 34% yield). (1) The reactants are [OH:1][C:2]1[CH:3]=[C:4]2[C:9](=[CH:10][CH:11]=1)[C:8](=[O:12])[CH2:7][CH2:6][CH2:5]2.F[C:14]1[CH:21]=[CH:20][C:17]([C:18]#[N:19])=[CH:16][CH:15]=1.C([O-])([O-])=O.[K+].[K+]. The yield is 0.820. The catalyst is C1(C)C=CC=CC=1.CC(N(C)C)=O. The product is [O:12]=[C:8]1[CH2:7][CH2:6][CH2:5][C:4]2[CH:3]=[C:2]([O:1][C:14]3[CH:21]=[CH:20][C:17]([C:18]#[N:19])=[CH:16][CH:15]=3)[CH:11]=[CH:10][C:9]1=2. (2) The reactants are Br[C:2]1[C:7]([CH3:8])=[CH:6][N:5]=[C:4]([NH:9][C:10](=[O:12])[CH3:11])[CH:3]=1.[CH3:13][C:14]1([CH3:30])[C:18]([CH3:20])([CH3:19])[O:17][B:16]([B:16]2[O:17][C:18]([CH3:20])([CH3:19])[C:14]([CH3:30])([CH3:13])[O:15]2)[O:15]1.C([O-])(=O)C.[K+]. The catalyst is O1CCOCC1.CCOC(C)=O.C1C=CC(P(C2C=CC=CC=2)[C-]2C=CC=C2)=CC=1.C1C=CC(P(C2C=CC=CC=2)[C-]2C=CC=C2)=CC=1.Cl[Pd]Cl.[Fe+2]. The product is [CH3:8][C:7]1[C:2]([B:16]2[O:17][C:18]([CH3:20])([CH3:19])[C:14]([CH3:30])([CH3:13])[O:15]2)=[CH:3][C:4]([NH:9][C:10](=[O:12])[CH3:11])=[N:5][CH:6]=1. The yield is 0.510. (3) The reactants are C([O:5][C:6](=[O:41])[CH2:7][CH2:8][CH2:9][CH2:10][N:11]1[C:17]2[CH:18]=[CH:19][C:20]([I:22])=[CH:21][C:16]=2[C:15](=[O:23])[N:14]([C@@H:24]([C:26]2[CH:31]=[CH:30][C:29]([Cl:32])=[CH:28][CH:27]=2)[CH3:25])[C@@H:13]([C:33]2[CH:38]=[CH:37][C:36]([Cl:39])=[CH:35][CH:34]=2)[C:12]1=[O:40])(C)(C)C. The catalyst is C(O)(C(F)(F)F)=O.ClCCl. The product is [Cl:39][C:36]1[CH:37]=[CH:38][C:33]([C@H:13]2[C:12](=[O:40])[N:11]([CH2:10][CH2:9][CH2:8][CH2:7][C:6]([OH:41])=[O:5])[C:17]3[CH:18]=[CH:19][C:20]([I:22])=[CH:21][C:16]=3[C:15](=[O:23])[N:14]2[C@@H:24]([C:26]2[CH:27]=[CH:28][C:29]([Cl:32])=[CH:30][CH:31]=2)[CH3:25])=[CH:34][CH:35]=1. The yield is 0.960. (4) The reactants are [I:1]I.[CH2:3]([NH:10][C:11]1[CH:16]=[C:15]([CH3:17])[N:14]=[C:13]([NH2:18])[N:12]=1)[C:4]1[CH:9]=[CH:8][CH:7]=[CH:6][CH:5]=1. The catalyst is CO. The product is [CH2:3]([NH:10][C:11]1[C:16]([I:1])=[C:15]([CH3:17])[N:14]=[C:13]([NH2:18])[N:12]=1)[C:4]1[CH:5]=[CH:6][CH:7]=[CH:8][CH:9]=1. The yield is 0.850. (5) The reactants are C(OC(=O)[N:7]([CH2:12][CH2:13][C:14]1[N:19]=[C:18]([NH:20]CC2C=CC=CC=2)[C:17]2[NH:28][C:29](=[O:38])[N:30]([CH2:31][C:32]3[CH:37]=[CH:36][CH:35]=[CH:34][CH:33]=3)[C:16]=2[CH:15]=1)[CH2:8][CH2:9][O:10][CH3:11])(C)(C)C.O.C([O-])(O)=O.[Na+]. The catalyst is S(=O)(=O)(O)O. The product is [NH2:20][C:18]1[C:17]2[NH:28][C:29](=[O:38])[N:30]([CH2:31][C:32]3[CH:37]=[CH:36][CH:35]=[CH:34][CH:33]=3)[C:16]=2[CH:15]=[C:14]([CH2:13][CH2:12][NH:7][CH2:8][CH2:9][O:10][CH3:11])[N:19]=1. The yield is 0.110. (6) The reactants are [Cl:1][C:2]1[N:7]=[C:6]([CH2:8][C:9]([C:12]2[CH:17]=[CH:16][C:15]([F:18])=[CH:14][CH:13]=2)=[N:10]O)[CH:5]=[CH:4][CH:3]=1.FC(F)(F)C(OC(=O)C(F)(F)F)=O.C(N(CC)CC)C. The catalyst is COCCOC.[Fe](Cl)Cl. The product is [Cl:1][C:2]1[N:7]2[N:10]=[C:9]([C:12]3[CH:17]=[CH:16][C:15]([F:18])=[CH:14][CH:13]=3)[CH:8]=[C:6]2[CH:5]=[CH:4][CH:3]=1. The yield is 0.680. (7) The reactants are [NH2:1][C:2]([CH3:15])([CH2:8][C:9]1[CH:14]=[CH:13][CH:12]=[CH:11][CH:10]=1)[C:3]([O:5]CC)=O.[OH-].[Na+].Cl[CH2:19][C:20](Cl)=[O:21].[NH3:23]. The catalyst is [Cl-].C([N+](CCCC)(CCCC)CCCC)CCC.C1(C)C=CC=CC=1.C(O)C. The product is [CH2:8]([C:2]1([CH3:15])[NH:1][C:20](=[O:21])[CH2:19][NH:23][C:3]1=[O:5])[C:9]1[CH:10]=[CH:11][CH:12]=[CH:13][CH:14]=1. The yield is 0.892. (8) The reactants are [CH3:1][C:2]1[N:40]=[C:5]2[N:6]([CH2:33][CH:34]([OH:39])[C:35]([F:38])([F:37])[F:36])[C:7](=[O:32])[C:8]([CH2:13][C:14]3[CH:19]=[CH:18][C:17]([C:20]4[CH:25]=[CH:24][CH:23]=[CH:22][C:21]=4[C:26]4[NH:30][C:29](=[O:31])[O:28][N:27]=4)=[CH:16][CH:15]=3)=[C:9]([CH2:10][CH2:11][CH3:12])[N:4]2[N:3]=1.CC(OI1(OC(C)=O)(OC(C)=O)OC(=O)C2C=CC=CC1=2)=O.C(=O)([O-])O.[Na+].O.O.O.O.O.S([O-])([O-])(=O)=S.[Na+].[Na+]. The catalyst is C(OCC)(=O)C.C(#N)C. The product is [CH3:1][C:2]1[N:40]=[C:5]2[N:6]([CH2:33][C:34](=[O:39])[C:35]([F:38])([F:37])[F:36])[C:7](=[O:32])[C:8]([CH2:13][C:14]3[CH:19]=[CH:18][C:17]([C:20]4[CH:25]=[CH:24][CH:23]=[CH:22][C:21]=4[C:26]4[NH:30][C:29](=[O:31])[O:28][N:27]=4)=[CH:16][CH:15]=3)=[C:9]([CH2:10][CH2:11][CH3:12])[N:4]2[N:3]=1. The yield is 0.430. (9) The reactants are [O:1]=[C:2]1[C:7]([CH2:8][C:9]2[CH:14]=[CH:13][C:12]([C:15]3[CH:20]=[CH:19][CH:18]=[CH:17][C:16]=3[C:21]3[NH:25][C:24](=[O:26])[O:23][N:22]=3)=[CH:11][CH:10]=2)=[C:6]([CH2:27][CH2:28][CH3:29])[N:5]2[N:30]=[CH:31][N:32]=[C:4]2[N:3]1[C@H:33]1[CH2:38][CH2:37][C@H:36]([O:39][CH2:40][C:41]([NH2:43])=O)[CH2:35][CH2:34]1.N1C=CC=CC=1.FC(F)(F)C(OC(=O)C(F)(F)F)=O. The catalyst is O1CCCC1.C(OCC)(=O)C. The product is [O:1]=[C:2]1[C:7]([CH2:8][C:9]2[CH:14]=[CH:13][C:12]([C:15]3[CH:20]=[CH:19][CH:18]=[CH:17][C:16]=3[C:21]3[NH:25][C:24](=[O:26])[O:23][N:22]=3)=[CH:11][CH:10]=2)=[C:6]([CH2:27][CH2:28][CH3:29])[N:5]2[N:30]=[CH:31][N:32]=[C:4]2[N:3]1[C@H:33]1[CH2:38][CH2:37][C@H:36]([O:39][CH2:40][C:41]#[N:43])[CH2:35][CH2:34]1. The yield is 0.380.